Predict the reactants needed to synthesize the given product. From a dataset of Full USPTO retrosynthesis dataset with 1.9M reactions from patents (1976-2016). (1) Given the product [NH2:1][C:4]1[CH:9]=[C:8]([O:10][C:11]2[C:20]3[C:15](=[CH:16][CH:17]=[CH:18][CH:19]=3)[N:14]=[CH:13][CH:12]=2)[CH:7]=[CH:6][C:5]=1[OH:21], predict the reactants needed to synthesize it. The reactants are: [N+:1]([C:4]1[CH:9]=[C:8]([O:10][C:11]2[C:20]3[C:15](=[CH:16][CH:17]=[CH:18][CH:19]=3)[N:14]=[CH:13][CH:12]=2)[CH:7]=[CH:6][C:5]=1[OH:21])([O-])=O.CC(O)=O. (2) Given the product [Cl:22][C:23]1[CH:28]=[CH:27][CH:26]=[CH:25][C:24]=1[CH:29]([O:31][C:18](=[O:19])[NH:8][C:7]1[CH:6]=[CH:5][N:4]=[CH:3][C:2]=1[Br:1])[CH3:30], predict the reactants needed to synthesize it. The reactants are: [Br:1][C:2]1[CH:3]=[N:4][CH:5]=[CH:6][C:7]=1[NH2:8].CCN(C(C)C)C(C)C.[C:18](Cl)(Cl)=[O:19].[Cl:22][C:23]1[CH:28]=[CH:27][CH:26]=[CH:25][C:24]=1[CH:29]([OH:31])[CH3:30]. (3) Given the product [Cl:21][C:22]1[CH:27]=[CH:26][CH:25]=[CH:24][C:23]=1[C:11]1[CH:10]=[C:9]([N+:16]([O-:18])=[O:17])[CH:8]=[C:7]2[C:12]=1[CH2:13][CH2:14][NH:5][CH2:6]2, predict the reactants needed to synthesize it. The reactants are: FC(F)(F)C([N:5]1[CH2:14][CH2:13][C:12]2[C:7](=[CH:8][C:9]([N+:16]([O-:18])=[O:17])=[CH:10][C:11]=2I)[CH2:6]1)=O.[Cl:21][C:22]1[CH:27]=[CH:26][CH:25]=[CH:24][C:23]=1B(O)O.C(=O)([O-])[O-].[K+].[K+].Cl.CO.